Dataset: Reaction yield outcomes from USPTO patents with 853,638 reactions. Task: Predict the reaction yield, written as a fraction of the theoretical maximum amount of product (1.0 means a 100% yield; for example, 0.34 means a 34% yield). The reactants are [CH2:1]([O:3][C:4]1[CH:5]=[C:6]([C:13]2[O:17][N:16]=[C:15]([C:18]3[CH:19]=[C:20]4[C:24](=[CH:25][CH:26]=3)[N:23]([CH2:27][C:28]3([NH:36]C(=O)OC(C)(C)C)[CH2:33][O:32]C(C)(C)[O:30][CH2:29]3)[CH2:22][CH2:21]4)[N:14]=2)[CH:7]=[CH:8][C:9]=1[O:10][CH2:11][CH3:12])[CH3:2].CC1(C)OCC(NC(=O)OC(C)(C)C)(CNC2C=CC(CCCCCCCC)=CC=2)CO1. No catalyst specified. The product is [NH2:36][C:28]([CH2:27][N:23]1[C:24]2[C:20](=[CH:19][C:18]([C:15]3[N:14]=[C:13]([C:6]4[CH:7]=[CH:8][C:9]([O:10][CH2:11][CH3:12])=[C:4]([O:3][CH2:1][CH3:2])[CH:5]=4)[O:17][N:16]=3)=[CH:26][CH:25]=2)[CH2:21][CH2:22]1)([CH2:29][OH:30])[CH2:33][OH:32]. The yield is 0.800.